Dataset: Full USPTO retrosynthesis dataset with 1.9M reactions from patents (1976-2016). Task: Predict the reactants needed to synthesize the given product. (1) The reactants are: [S:1]1[CH:5]=[C:4]([CH2:6][N:7]([C@@H:30]([CH3:38])[CH:31]([O:35][CH2:36][CH3:37])[O:32][CH2:33][CH3:34])[C:8](=[O:29])[C@@H:9]([NH:11]C(=O)OCC2C3C=CC=CC=3C3C2=CC=CC=3)[CH3:10])[C:3]2[CH:39]=[CH:40][CH:41]=[CH:42][C:2]1=2.N1CCCCC1.CC(=O)OCC.CO. Given the product [NH2:11][C@@H:9]([CH3:10])[C:8]([N:7]([CH2:6][C:4]1[C:3]2[CH:39]=[CH:40][CH:41]=[CH:42][C:2]=2[S:1][CH:5]=1)[C@@H:30]([CH3:38])[CH:31]([O:35][CH2:36][CH3:37])[O:32][CH2:33][CH3:34])=[O:29], predict the reactants needed to synthesize it. (2) Given the product [C:1]([O:5][C:6](=[O:38])[NH:7][C@@H:8]([CH2:9][C@H:10]([CH2:14][C:15]1[CH:20]=[C:19]([O:21][CH2:22][CH2:23][CH2:24][O:25][CH3:26])[CH:18]=[C:17]([O:27][CH3:28])[CH:16]=1)[CH:11]([CH3:12])[CH3:13])[C@@H:29]([OH:30])[CH2:33][C@H:32]([C:31](=[O:37])[NH:7][CH2:8][C@@H:29]1[CH2:33][CH2:32][CH2:31][O:30]1)[CH:34]([CH3:36])[CH3:35])([CH3:4])([CH3:2])[CH3:3], predict the reactants needed to synthesize it. The reactants are: [C:1]([O:5][C:6](=[O:38])[NH:7][C@H:8]([C@@H:29]1[CH2:33][C@@H:32]([CH:34]([CH3:36])[CH3:35])[C:31](=[O:37])[O:30]1)[CH2:9][C@H:10]([CH2:14][C:15]1[CH:20]=[C:19]([O:21][CH2:22][CH2:23][CH2:24][O:25][CH3:26])[CH:18]=[C:17]([O:27][CH3:28])[CH:16]=1)[CH:11]([CH3:13])[CH3:12])([CH3:4])([CH3:3])[CH3:2]. (3) Given the product [F:6][CH2:7][CH2:8][N:9]([CH3:1])[C:10](=[O:14])[C:11]([OH:13])=[O:12], predict the reactants needed to synthesize it. The reactants are: [CH3:1]O.[OH-].[Na+].Cl.[F:6][CH2:7][CH2:8][N:9](NC)[C:10](=[O:14])[C:11]([OH:13])=[O:12]. (4) The reactants are: [Cl:1][C:2]1[CH:26]=[CH:25][C:24]([Cl:27])=[CH:23][C:3]=1[O:4][C:5]1[CH:10]=[CH:9][N:8]=[CH:7][C:6]=1[C:11]([N:13]1[C:22]2[C:17](=[CH:18][CH:19]=[CH:20][CH:21]=2)[CH2:16]C[CH2:14]1)=[O:12].CNC1C(C)=CC=CC=1. Given the product [Cl:1][C:2]1[CH:26]=[CH:25][C:24]([Cl:27])=[CH:23][C:3]=1[O:4][C:5]1[C:6]([C:11]([N:13]([CH3:14])[C:22]2[CH:21]=[CH:20][CH:19]=[CH:18][C:17]=2[CH3:16])=[O:12])=[CH:7][N:8]=[CH:9][CH:10]=1, predict the reactants needed to synthesize it. (5) Given the product [CH3:26][C:27]([OH:44])([CH3:43])[CH2:28][N:29]1[CH:33]=[C:32]([C:2]2[CH:25]=[CH:24][C:5]3[C:6]4[N:7]=[C:8]([C:14]5[N:15]([CH2:19][C:20]([F:23])([F:22])[F:21])[N:16]=[CH:17][N:18]=5)[S:9][C:10]=4[CH2:11][CH2:12][O:13][C:4]=3[CH:3]=2)[CH:31]=[N:30]1, predict the reactants needed to synthesize it. The reactants are: Br[C:2]1[CH:25]=[CH:24][C:5]2[C:6]3[N:7]=[C:8]([C:14]4[N:15]([CH2:19][C:20]([F:23])([F:22])[F:21])[N:16]=[CH:17][N:18]=4)[S:9][C:10]=3[CH2:11][CH2:12][O:13][C:4]=2[CH:3]=1.[CH3:26][C:27]([OH:44])([CH3:43])[CH2:28][N:29]1[CH:33]=[C:32](B2OC(C)(C)C(C)(C)O2)[CH:31]=[N:30]1. (6) Given the product [C:1]([O:5][C:6](=[O:18])[NH:7][CH2:8][CH2:9][C:10]1[CH:15]=[CH:14][C:13]([CH2:16][N:32]2[CH2:33][CH2:34][C@H:30]([F:29])[CH2:31]2)=[CH:12][CH:11]=1)([CH3:4])([CH3:3])[CH3:2], predict the reactants needed to synthesize it. The reactants are: [C:1]([O:5][C:6](=[O:18])[NH:7][CH2:8][CH2:9][C:10]1[CH:15]=[CH:14][C:13]([CH2:16]Br)=[CH:12][CH:11]=1)([CH3:4])([CH3:3])[CH3:2].C(N(CC)C(C)C)(C)C.Cl.[F:29][C@H:30]1[CH2:34][CH2:33][NH:32][CH2:31]1. (7) Given the product [OH:23][CH2:22][C:17]12[CH:18]3[CH:19]4[C:14]5([C:7]6[NH:6][C:5]7[C:4](=[O:25])[N:3]([CH2:26][CH2:27][CH3:28])[C:2](=[O:1])[N:10]([CH2:11][CH2:12][CH3:13])[C:9]=7[N:8]=6)[CH:20]3[CH:21]1[CH:15]5[CH:16]24, predict the reactants needed to synthesize it. The reactants are: [O:1]=[C:2]1[N:10]([CH2:11][CH2:12][CH3:13])[C:9]2[N:8]=[C:7]([C:14]34[CH:20]5[CH:21]6[CH:15]3[CH:16]3[CH:19]4[CH:18]5[C:17]36[C:22](O)=[O:23])[NH:6][C:5]=2[C:4](=[O:25])[N:3]1[CH2:26][CH2:27][CH3:28].CN(C(ON1N=NC2C=CC=NC1=2)=[N+](C)C)C.F[P-](F)(F)(F)(F)F.CCN(C(C)C)C(C)C.[BH4-].[Na+].Cl. (8) Given the product [C:47]([O:46][C:45]([NH:44][CH2:43][C:42]1[CH:41]=[C:40]([CH:37]2[CH2:38][CH2:39][N:34]([C:5]([C:4]3[CH:3]=[C:2]([CH:10]=[CH:9][CH:8]=3)[C:1]([OH:12])=[O:11])=[O:7])[CH2:35][CH2:36]2)[CH:54]=[CH:53][CH:52]=1)=[O:51])([CH3:50])([CH3:48])[CH3:49], predict the reactants needed to synthesize it. The reactants are: [C:1]([OH:12])(=[O:11])[C:2]1[CH:10]=[CH:9][CH:8]=[C:4]([C:5]([OH:7])=O)[CH:3]=1.C1C=CC2N(O)N=NC=2C=1.CCN=C=NCCCN(C)C.[NH:34]1[CH2:39][CH2:38][CH:37]([C:40]2[CH:41]=[C:42]([CH:52]=[CH:53][CH:54]=2)[CH2:43][NH:44][C:45](=[O:51])[O:46][C:47]([CH3:50])([CH3:49])[CH3:48])[CH2:36][CH2:35]1.CCN(C(C)C)C(C)C. (9) Given the product [CH2:22]([O:13][C:4]1[C:3]([CH3:14])=[C:2]([NH2:1])[N:6]([C:7]2[CH:12]=[CH:11][CH:10]=[CH:9][CH:8]=2)[N:5]=1)[CH3:23], predict the reactants needed to synthesize it. The reactants are: [NH2:1][C:2]1[N:6]([C:7]2[CH:12]=[CH:11][CH:10]=[CH:9][CH:8]=2)[NH:5][C:4](=[O:13])[C:3]=1[CH3:14].C([O-])([O-])=O.[K+].[K+].Br[CH2:22][CH3:23].CCOC(C)=O.